Dataset: Forward reaction prediction with 1.9M reactions from USPTO patents (1976-2016). Task: Predict the product of the given reaction. Given the reactants [CH2:1]([O:3][C:4]([C:6]1[C:7]([CH3:14])=[N:8][C:9]([S:12][CH3:13])=[N:10][CH:11]=1)=[O:5])[CH3:2].CO[CH:17](OC)[N:18]([CH3:20])[CH3:19], predict the reaction product. The product is: [CH2:1]([O:3][C:4]([C:6]1[C:7]([CH:14]=[CH:17][N:18]([CH3:20])[CH3:19])=[N:8][C:9]([S:12][CH3:13])=[N:10][CH:11]=1)=[O:5])[CH3:2].